Dataset: Full USPTO retrosynthesis dataset with 1.9M reactions from patents (1976-2016). Task: Predict the reactants needed to synthesize the given product. (1) Given the product [OH:3][CH2:4][CH2:5][O:6][NH:7][C:8]([C:10]1[CH:15]=[CH:14][C:13](=[O:16])[N:12]([CH3:17])[C:11]=1[NH:18][C:19]1[CH:24]=[CH:23][C:22]([CH3:25])=[CH:21][C:20]=1[F:26])=[O:9], predict the reactants needed to synthesize it. The reactants are: C([O:3][CH2:4][CH2:5][O:6][NH:7][C:8]([C:10]1[CH:15]=[CH:14][C:13](=[O:16])[N:12]([CH3:17])[C:11]=1[NH:18][C:19]1[CH:24]=[CH:23][C:22]([CH3:25])=[CH:21][C:20]=1[F:26])=[O:9])=C.COC(C1C=CC(=O)N(C)C=1NC1C=CC(C)=CC=1F)=O.C[Si]([N-][Si](C)(C)C)(C)C.[Li+]. (2) Given the product [Cl:1][C:2]1[CH:3]=[C:4]2[C:9](=[CH:10][C:11]=1[C:12]([N:14]1[CH2:18][CH2:17][CH2:16][CH2:15]1)=[O:13])[N:8]=[CH:7][N:6]=[C:5]2[NH:19][CH:20]([C:26]1[NH:30][C:29]2[CH:38]=[CH:39][C:40]([Cl:42])=[CH:41][C:28]=2[N:27]=1)[CH2:21][CH2:22][C:23]([N:43]1[CH2:48][CH2:47][O:46][CH2:45][CH2:44]1)=[O:24], predict the reactants needed to synthesize it. The reactants are: [Cl:1][C:2]1[CH:3]=[C:4]2[C:9](=[CH:10][C:11]=1[C:12]([N:14]1[CH2:18][CH2:17][CH2:16][CH2:15]1)=[O:13])[N:8]=[CH:7][N:6]=[C:5]2[NH:19][CH:20]([C:26]1[N:30](C(OC(C)(C)C)=O)[C:29]2[CH:38]=[CH:39][C:40]([Cl:42])=[CH:41][C:28]=2[N:27]=1)[CH2:21][CH2:22][C:23](O)=[O:24].[NH:43]1[CH2:48][CH2:47][O:46][CH2:45][CH2:44]1.CN(C(ON1N=NC2C=CC=CC1=2)=[N+](C)C)C.[B-](F)(F)(F)F.FC(F)(F)C(O)=O. (3) Given the product [C:20]1([C:23]2[CH:24]=[CH:25][CH:26]=[CH:27][CH:28]=2)[CH:19]=[CH:18][C:17]([CH2:16][N:7]2[C:8]3[CH:14]=[CH:13][CH:12]=[CH:11][C:9]=3[CH2:10][N:4]3[CH:3]=[CH:2][CH:1]=[C:5]3[CH2:6]2)=[CH:22][CH:21]=1, predict the reactants needed to synthesize it. The reactants are: [CH:1]1[CH:2]=[CH:3][N:4]2[CH2:10][C:9]3[CH:11]=[CH:12][CH:13]=[CH:14][C:8]=3[NH:7][CH2:6][C:5]=12.Br[CH2:16][C:17]1[CH:22]=[CH:21][C:20]([C:23]2[CH:28]=[CH:27][CH:26]=[CH:25][CH:24]=2)=[CH:19][CH:18]=1.C(=O)([O-])[O-].[K+].[K+]. (4) Given the product [CH3:1][O:2][C:3]([C:5]1[S:6][C:7]([C:12]([OH:15])=[O:13])=[CH:8][C:9]=1[C:10]#[N:11])=[O:4], predict the reactants needed to synthesize it. The reactants are: [CH3:1][O:2][C:3]([C:5]1[S:6][C:7]([CH2:12][OH:13])=[CH:8][C:9]=1[C:10]#[N:11])=[O:4].I(O)(=O)(=O)=[O:15]. (5) Given the product [C@@H:1]1([N:9]2[CH2:16][NH:15][C:13]([NH2:14])=[N:12][C:10]2=[O:11])[O:8][C@H:5]([CH2:6][OH:7])[C@@H:3]([OH:4])[CH2:2]1, predict the reactants needed to synthesize it. The reactants are: [C@@H:1]1([N:9]2[CH:16]=[N:15][C:13]([NH2:14])=[N:12][C:10]2=[O:11])[O:8][C@H:5]([CH2:6][OH:7])[C@@H:3]([OH:4])[CH2:2]1.[BH4-].[Na+].O. (6) Given the product [CH3:31][C:28]1[CH:29]=[CH:30][C:25]([B:10]2[O:11][C:12]([CH3:17])([CH3:18])[C:13]([CH3:15])([CH3:16])[O:14]2)=[CH:26][C:27]=1[S:32]([CH3:35])(=[O:34])=[O:33], predict the reactants needed to synthesize it. The reactants are: [B:10]1([B:10]2[O:14][C:13]([CH3:16])([CH3:15])[C:12]([CH3:18])([CH3:17])[O:11]2)[O:14][C:13]([CH3:16])([CH3:15])[C:12]([CH3:18])([CH3:17])[O:11]1.CC([O-])=O.[K+].Br[C:25]1[CH:30]=[CH:29][C:28]([CH3:31])=[C:27]([S:32]([CH3:35])(=[O:34])=[O:33])[CH:26]=1. (7) Given the product [Br:3][C:4]1[CH:5]=[C:6]([S:10][CH2:12][CH2:13][O:14][CH3:15])[CH:7]=[CH:8][CH:9]=1, predict the reactants needed to synthesize it. The reactants are: [H-].[Na+].[Br:3][C:4]1[CH:5]=[C:6]([SH:10])[CH:7]=[CH:8][CH:9]=1.Br[CH2:12][CH2:13][O:14][CH3:15]. (8) The reactants are: C(OC1C=CC2C(=CC=CC=2)N1C(OCC)=O)C.[C:19]([N:26]1[CH2:33][CH2:32][CH2:31][C@@H:27]1[C:28]([OH:30])=O)([O:21][C:22]([CH3:25])([CH3:24])[CH3:23])=[O:20].[Cl:34][C:35]1[CH:41]=[CH:40][C:38]([NH2:39])=[CH:37][CH:36]=1. Given the product [Cl:34][C:35]1[CH:41]=[CH:40][C:38]([NH:39][C:28]([C@H:27]2[CH2:31][CH2:32][CH2:33][N:26]2[C:19]([O:21][C:22]([CH3:23])([CH3:24])[CH3:25])=[O:20])=[O:30])=[CH:37][CH:36]=1, predict the reactants needed to synthesize it. (9) Given the product [CH3:15][O:16][C:17]1[CH:18]=[C:19]2[C:28](=[CH:29][CH:30]=1)[N:27]=[CH:26][C:25]1[O:24][CH2:23][CH:22]([C:31]3[N:32]=[C:33]([NH:36][C:12]([C:9]4[CH:10]=[CH:11][C:5]5[S:4][CH2:3][C:2](=[O:1])[NH:7][C:6]=5[CH:8]=4)=[O:14])[S:34][CH:35]=3)[CH2:21][C:20]2=1, predict the reactants needed to synthesize it. The reactants are: [O:1]=[C:2]1[NH:7][C:6]2[CH:8]=[C:9]([C:12]([OH:14])=O)[CH:10]=[CH:11][C:5]=2[S:4][CH2:3]1.[CH3:15][O:16][C:17]1[CH:18]=[C:19]2[C:28](=[CH:29][CH:30]=1)[N:27]=[CH:26][C:25]1[O:24][CH2:23][CH:22]([C:31]3[N:32]=[C:33]([NH2:36])[S:34][CH:35]=3)[CH2:21][C:20]2=1. (10) Given the product [CH2:1]([O:3][C:4](=[O:33])[CH2:5][O:6][C:7]1[C:12]([CH3:13])=[CH:11][C:10]([N:14]([CH2:34][CH3:35])[CH2:15][C:16]2[S:20][C:19]([C:21]3[CH:22]=[CH:23][C:24]([C:27]([F:28])([F:30])[F:29])=[CH:25][CH:26]=3)=[N:18][C:17]=2[CH3:31])=[CH:9][C:8]=1[CH3:32])[CH3:2], predict the reactants needed to synthesize it. The reactants are: [CH2:1]([O:3][C:4](=[O:33])[CH2:5][O:6][C:7]1[C:12]([CH3:13])=[CH:11][C:10]([NH:14][CH2:15][C:16]2[S:20][C:19]([C:21]3[CH:26]=[CH:25][C:24]([C:27]([F:30])([F:29])[F:28])=[CH:23][CH:22]=3)=[N:18][C:17]=2[CH3:31])=[CH:9][C:8]=1[CH3:32])[CH3:2].[CH2:34](I)[CH3:35].C([O-])([O-])=O.[K+].[K+].